From a dataset of Forward reaction prediction with 1.9M reactions from USPTO patents (1976-2016). Predict the product of the given reaction. (1) Given the reactants [CH2:1]([N:4]1[C:12]2[C:7](=[CH:8][C:9]([N+:13]([O-])=O)=[CH:10][CH:11]=2)[C:6](=[O:16])[NH:5]1)[CH:2]=[CH2:3].O=C1C2C(=CC=C(NC(C3N=C(C4C=CC=CC=4)OC=3C(F)(F)F)=O)C=2)N(CCC)N1.[CH3:48][C:49]1[N:50]=[C:51]([C:57]2[CH:62]=[CH:61][CH:60]=[CH:59][CH:58]=2)[S:52][C:53]=1[C:54](O)=[O:55].F[P-](F)(F)(F)(F)F.N1(O[P+](N(C)C)(N(C)C)N(C)C)C2C=CC=CC=2N=N1.C(N(CC)CC)C.C(N(C(C)C)CC)(C)C, predict the reaction product. The product is: [O:16]=[C:6]1[C:7]2[C:12](=[CH:11][CH:10]=[C:9]([NH:13][C:54]([C:53]3[S:52][C:51]([C:57]4[CH:58]=[CH:59][CH:60]=[CH:61][CH:62]=4)=[N:50][C:49]=3[CH3:48])=[O:55])[CH:8]=2)[N:4]([CH2:1][CH2:2][CH3:3])[NH:5]1. (2) Given the reactants [NH2:1][C:2]1[CH:10]=[C:9]([C:11]([F:14])([F:13])[F:12])[CH:8]=[CH:7][C:3]=1[C:4]([OH:6])=[O:5].[N+](=[CH2:17])=[N-], predict the reaction product. The product is: [NH2:1][C:2]1[CH:10]=[C:9]([C:11]([F:12])([F:13])[F:14])[CH:8]=[CH:7][C:3]=1[C:4]([O:6][CH3:17])=[O:5]. (3) Given the reactants [Cl:1][C:2]1[CH:3]=[C:4]([C:9]2[S:13][C:12]([C:14]([N:16]3[CH2:20][C:19](=[O:21])[NH:18][CH2:17]3)=[O:15])=[N:11][C:10]=2[C:22]2[CH:27]=[CH:26][CH:25]=[C:24]([Cl:28])[CH:23]=2)[CH:5]=[CH:6][C:7]=1F.ClC1C=C(C2SC(C(O)=O)=NC=2C2C=CC=C(Cl)C=2)C=CC=1[F:36], predict the reaction product. The product is: [Cl:28][C:24]1[CH:23]=[C:22]([C:10]2[N:11]=[C:12]([C:14]([N:16]3[CH2:20][C:19](=[O:21])[NH:18][CH2:17]3)=[O:15])[S:13][C:9]=2[C:4]2[CH:5]=[CH:6][CH:7]=[C:2]([Cl:1])[CH:3]=2)[CH:27]=[C:26]([F:36])[CH:25]=1. (4) The product is: [F:25][C:2]1([F:1])[CH2:5][CH:4]([CH2:6][C:7]2[N:8]=[C:9]([C:12]3[O:16][C:15]([CH2:17][C:18]([CH3:24])([CH3:23])[C:19]([OH:21])=[O:20])=[N:14][N:13]=3)[S:10][C:11]=2[C:27]2[C:36]3[C:31](=[CH:32][CH:33]=[CH:34][CH:35]=3)[C:30]([S:37](=[O:38])(=[O:39])[NH:40][C@@H:41]([CH3:46])[C:42]([F:44])([F:43])[F:45])=[CH:29][CH:28]=2)[CH2:3]1. Given the reactants [F:1][C:2]1([F:25])[CH2:5][CH:4]([CH2:6][C:7]2[N:8]=[C:9]([C:12]3[O:16][C:15]([CH2:17][C:18]([CH3:24])([CH3:23])[C:19]([O:21]C)=[O:20])=[N:14][N:13]=3)[S:10][CH:11]=2)[CH2:3]1.Br[C:27]1[C:36]2[C:31](=[CH:32][CH:33]=[CH:34][CH:35]=2)[C:30]([S:37]([NH:40][C@@H:41]([CH3:46])[C:42]([F:45])([F:44])[F:43])(=[O:39])=[O:38])=[CH:29][CH:28]=1, predict the reaction product. (5) Given the reactants Cl[C:2]1[C:11]2[C:6](=[CH:7][C:8]([F:13])=[C:9]([F:12])[CH:10]=2)[N:5]=[C:4]2[N:14]([C:19]3[CH:24]=[CH:23][CH:22]=[CH:21][N:20]=3)[N:15]=[C:16]([CH2:17][CH3:18])[C:3]=12.Cl.C([OH:28])C, predict the reaction product. The product is: [CH2:17]([C:16]1[C:3]2[C:2](=[O:28])[C:11]3[C:6](=[CH:7][C:8]([F:13])=[C:9]([F:12])[CH:10]=3)[NH:5][C:4]=2[N:14]([C:19]2[CH:24]=[CH:23][CH:22]=[CH:21][N:20]=2)[N:15]=1)[CH3:18].